This data is from Catalyst prediction with 721,799 reactions and 888 catalyst types from USPTO. The task is: Predict which catalyst facilitates the given reaction. (1) Reactant: C(O)CCC.Cl[C:7]1[N:16]=[CH:15][C:14]2[C:9](=[C:10]([CH3:18])[C:11]([F:17])=[CH:12][CH:13]=2)[N:8]=1.[NH2:19][C:20]1[CH:28]=[C:27]2[C:23]([CH:24]=[N:25][NH:26]2)=[CH:22][CH:21]=1. Product: [F:17][C:11]1[C:10]([CH3:18])=[C:9]2[C:14]([CH:15]=[N:16][C:7]([NH:19][C:20]3[CH:28]=[C:27]4[C:23]([CH:24]=[N:25][NH:26]4)=[CH:22][CH:21]=3)=[N:8]2)=[CH:13][CH:12]=1. The catalyst class is: 13. (2) Reactant: [NH2:1][CH2:2][CH2:3][C:4]1[C:12]2[C:7](=[CH:8][CH:9]=[CH:10][CH:11]=2)[NH:6][CH:5]=1.[CH3:13][N:14]([CH3:28])[C:15]1([C:22]2[CH:27]=[CH:26][CH:25]=[CH:24][CH:23]=2)[CH2:20][CH2:19][C:18](=O)[CH2:17][CH2:16]1.ClCCCl.C(O[BH-](OC(=O)C)OC(=O)C)(=O)C.[Na+]. Product: [NH:6]1[C:7]2[C:12](=[CH:11][CH:10]=[CH:9][CH:8]=2)[C:4]([CH2:3][CH2:2][NH:1][CH:18]2[CH2:17][CH2:16][C:15]([C:22]3[CH:23]=[CH:24][CH:25]=[CH:26][CH:27]=3)([N:14]([CH3:28])[CH3:13])[CH2:20][CH2:19]2)=[CH:5]1. The catalyst class is: 506. (3) Reactant: [CH3:1][O:2][C:3]1[CH:4]=[C:5]2[C:10](=[CH:11][C:12]=1[O:13][CH2:14][CH2:15][N:16]([CH3:24])[C:17]1[CH:22]=[C:21]([CH3:23])[N:20]=[CH:19][N:18]=1)[N:9]=[CH:8][NH:7][C:6]2=O.S(Cl)([Cl:28])=O. Product: [ClH:28].[Cl:28][C:6]1[C:5]2[C:10](=[CH:11][C:12]([O:13][CH2:14][CH2:15][N:16]([CH3:24])[C:17]3[CH:22]=[C:21]([CH3:23])[N:20]=[CH:19][N:18]=3)=[C:3]([O:2][CH3:1])[CH:4]=2)[N:9]=[CH:8][N:7]=1. The catalyst class is: 575. (4) Reactant: [CH2:1]([O:8][C:9]1[CH:26]=[CH:25][C:24]2[C@@H:23]3[C@H:14]([C@H:15]4[C@@:19]([CH2:21][CH2:22]3)([CH3:20])[C@@H:18]([OH:27])[C:17](=[CH:28][O:29][CH2:30][CH3:31])[CH2:16]4)[CH2:13][CH2:12][C:11]=2[CH:10]=1)[C:2]1[CH:7]=[CH:6][CH:5]=[CH:4][CH:3]=1.[C:32](OC(=O)C)(=[O:34])[CH3:33].C([O-])(O)=O.[Na+]. Product: [C:32]([O:27][C@H:18]1[C:17](=[CH:28][O:29][CH2:30][CH3:31])[CH2:16][C@H:15]2[C@H:14]3[C@H:23]([CH2:22][CH2:21][C@:19]12[CH3:20])[C:24]1[CH:25]=[CH:26][C:9]([O:8][CH2:1][C:2]2[CH:3]=[CH:4][CH:5]=[CH:6][CH:7]=2)=[CH:10][C:11]=1[CH2:12][CH2:13]3)(=[O:34])[CH3:33]. The catalyst class is: 17. (5) Reactant: C(OP([CH2:9][C:10]([O:12][CH2:13][CH3:14])=[O:11])(OCC)=O)C.[H-].[Na+].[CH2:17]([O:24][C:25]1[CH:33]=[C:32]2[C:28]([C:29]([CH:40]=O)=[N:30][N:31]2[CH:34]2[CH2:39][CH2:38][CH2:37][CH2:36][O:35]2)=[CH:27][CH:26]=1)[C:18]1[CH:23]=[CH:22][CH:21]=[CH:20][CH:19]=1.O. Product: [CH2:17]([O:24][C:25]1[CH:33]=[C:32]2[C:28]([C:29](/[CH:40]=[CH:9]/[C:10]([O:12][CH2:13][CH3:14])=[O:11])=[N:30][N:31]2[CH:34]2[CH2:39][CH2:38][CH2:37][CH2:36][O:35]2)=[CH:27][CH:26]=1)[C:18]1[CH:19]=[CH:20][CH:21]=[CH:22][CH:23]=1. The catalyst class is: 56. (6) Reactant: [CH2:1]([N:8]1[CH2:12][CH2:11][CH:10](NC)[CH2:9]1)[C:2]1[CH:7]=[CH:6][CH:5]=[CH:4][CH:3]=1.[F:15][C:16]([F:27])([F:26])[C:17](O[C:17](=[O:18])[C:16]([F:27])([F:26])[F:15])=[O:18].[CH2:28]([N:30](CC)CC)C. Product: [CH2:1]([N:8]1[CH2:12][CH2:11][CH:10]([CH2:28][NH:30][C:17](=[O:18])[C:16]([F:27])([F:26])[F:15])[CH2:9]1)[C:2]1[CH:3]=[CH:4][CH:5]=[CH:6][CH:7]=1. The catalyst class is: 4. (7) Reactant: [N-:1]=[N+:2]=[N-:3].[Na+].[Cl:5][C:6]1[CH:11]=[CH:10][C:9]([C:12]([N:17]2[C:25]3[C:20](=[C:21]([NH:26][S:27]([CH3:30])(=[O:29])=[O:28])[CH:22]=[CH:23][CH:24]=3)[CH:19]=[CH:18]2)([C:15]#[N:16])[CH2:13][CH3:14])=[CH:8][CH:7]=1.[Cl-].[NH4+]. Product: [Cl:5][C:6]1[CH:11]=[CH:10][C:9]([C:12]([N:17]2[C:25]3[C:20](=[C:21]([NH:26][S:27]([CH3:30])(=[O:28])=[O:29])[CH:22]=[CH:23][CH:24]=3)[CH:19]=[CH:18]2)([C:15]2[N:1]=[N:2][NH:3][N:16]=2)[CH2:13][CH3:14])=[CH:8][CH:7]=1. The catalyst class is: 3. (8) Reactant: [CH3:1][O:2][C:3]([N:5]1[C:13]2[C:8](=[CH:9][CH:10]=[CH:11][CH:12]=2)[C:7]([CH2:14][C:15]([O:17][CH2:18][CH3:19])=[O:16])=[CH:6]1)=[O:4].[Li+].[CH3:21]C([N-]C(C)C)C.IC. Product: [CH3:1][O:2][C:3]([N:5]1[C:13]2[C:8](=[CH:9][CH:10]=[CH:11][CH:12]=2)[C:7]([CH:14]([C:15]([O:17][CH2:18][CH3:19])=[O:16])[CH3:21])=[CH:6]1)=[O:4]. The catalyst class is: 1. (9) Reactant: C[O:2][C:3](=[O:33])[CH2:4][C:5]1[CH:6]=[C:7]([C:15]2[CH:20]=[CH:19][C:18]([C:21]([F:24])([F:23])[F:22])=[CH:17][C:16]=2[CH2:25][N:26]([CH2:31][CH3:32])[C:27]([NH:29][CH3:30])=[O:28])[CH:8]=[C:9]([C:11]([F:14])([F:13])[F:12])[CH:10]=1.[Li+].[OH-].Cl. Product: [CH2:31]([N:26]([CH2:25][C:16]1[CH:17]=[C:18]([C:21]([F:23])([F:24])[F:22])[CH:19]=[CH:20][C:15]=1[C:7]1[CH:8]=[C:9]([C:11]([F:12])([F:13])[F:14])[CH:10]=[C:5]([CH2:4][C:3]([OH:33])=[O:2])[CH:6]=1)[C:27]([NH:29][CH3:30])=[O:28])[CH3:32]. The catalyst class is: 12.